Dataset: Catalyst prediction with 721,799 reactions and 888 catalyst types from USPTO. Task: Predict which catalyst facilitates the given reaction. Reactant: S([O-])([O-])(=O)=O.[Mg+2].[C:7]1([C:12]2[CH:13]=[C:14]([CH:17]=[CH:18][CH:19]=2)[CH:15]=O)[CH2:11][CH2:10][CH2:9][CH:8]=1.[CH3:20][C:21]1([CH3:34])[CH2:25][C:24]2[CH:26]=[CH:27][CH:28]=[C:29]([O:30][CH2:31][CH2:32][NH2:33])[C:23]=2[O:22]1.[BH4-].[K+]. Product: [CH3:20][C:21]1([CH3:34])[CH2:25][C:24]2[CH:26]=[CH:27][CH:28]=[C:29]([O:30][CH2:31][CH2:32][NH:33][CH2:15][C:14]3[CH:17]=[CH:18][CH:19]=[C:12]([C:7]4[CH2:11][CH2:10][CH2:9][CH:8]=4)[CH:13]=3)[C:23]=2[O:22]1. The catalyst class is: 325.